Dataset: Reaction yield outcomes from USPTO patents with 853,638 reactions. Task: Predict the reaction yield, written as a fraction of the theoretical maximum amount of product (1.0 means a 100% yield; for example, 0.34 means a 34% yield). The reactants are [N:1]1([C:7]2[C:8]3[N:16]=[CH:15][C:14]([Cl:17])=[CH:13][C:9]=3[N:10]=[CH:11][N:12]=2)[CH2:6][CH2:5][NH:4][CH2:3][CH2:2]1.[Cl:18][C:19]1[CH:20]=[C:21]([N:25]=[C:26]=[O:27])[CH:22]=[CH:23][CH:24]=1. The catalyst is ClCCl. The product is [Cl:18][C:19]1[CH:20]=[C:21]([NH:25][C:26]([CH:2]2[CH2:3][NH:4][CH2:5][CH2:6][N:1]2[C:7]2[C:8]3[N:16]=[CH:15][C:14]([Cl:17])=[CH:13][C:9]=3[N:10]=[CH:11][N:12]=2)=[O:27])[CH:22]=[CH:23][CH:24]=1. The yield is 0.990.